This data is from Full USPTO retrosynthesis dataset with 1.9M reactions from patents (1976-2016). The task is: Predict the reactants needed to synthesize the given product. (1) Given the product [Cl:17][C:14]1[N:13]=[CH:12][C:11]2[CH:10]=[N:9][N:8]([C:6]3[N:7]=[C:2]([N:20]4[CH2:21][CH2:22][CH2:23][C@H:24]([NH:25][C:26](=[O:32])[O:27][C:28]([CH3:29])([CH3:30])[CH3:31])[C:19]4=[O:18])[CH:3]=[CH:4][CH:5]=3)[C:16]=2[CH:15]=1, predict the reactants needed to synthesize it. The reactants are: Br[C:2]1[N:7]=[C:6]([N:8]2[C:16]3[CH:15]=[C:14]([Cl:17])[N:13]=[CH:12][C:11]=3[CH:10]=[N:9]2)[CH:5]=[CH:4][CH:3]=1.[O:18]=[C:19]1[C@@H:24]([NH:25][C:26](=[O:32])[O:27][C:28]([CH3:31])([CH3:30])[CH3:29])[CH2:23][CH2:22][CH2:21][NH:20]1.C(=O)([O-])[O-].[K+].[K+].CNCCNC. (2) Given the product [NH2:1][C:2]([C:4]1[NH:8][C:7]2[CH:9]=[CH:10][C:11]([C:13]#[N:14])=[CH:12][C:6]=2[N:5]=1)([C:15]1[C:23]([O:24][CH:25]([F:26])[F:27])=[CH:22][C:21]([CH3:28])=[C:20]2[C:16]=1[CH:17]=[CH:18][NH:19]2)[CH3:3], predict the reactants needed to synthesize it. The reactants are: [NH2:1][C:2]([C:15]1[C:23]([O:24][CH:25]([F:27])[F:26])=[CH:22][C:21]([CH3:28])=[C:20]2[C:16]=1[CH:17]=[CH:18][N:19]2C(OC(C)(C)C)=O)([C:4]1[NH:8][C:7]2[CH:9]=[CH:10][C:11]([C:13]#[N:14])=[CH:12][C:6]=2[N:5]=1)[CH3:3].C([O-])([O-])=O.[Cs+].[Cs+]. (3) Given the product [Cl:28][C:25]1[CH:24]=[CH:23][C:22]([O:21][CH2:20][C:19]([N:10]2[C:11]3[CH:18]=[CH:17][CH:16]=[CH:15][C:12]=3[CH2:13][N:14]3[C:5]([C:3]([NH:37][CH2:36][C:35]4[CH:38]=[CH:39][CH:40]=[C:33]([CH3:32])[CH:34]=4)=[O:4])=[CH:6][CH:7]=[C:8]3[CH2:9]2)=[O:29])=[CH:27][CH:26]=1, predict the reactants needed to synthesize it. The reactants are: ClC(Cl)(Cl)[C:3]([C:5]1[N:14]2[C:8]([CH2:9][N:10]([C:19](=[O:29])[CH2:20][O:21][C:22]3[CH:27]=[CH:26][C:25]([Cl:28])=[CH:24][CH:23]=3)[C:11]3[CH:18]=[CH:17][CH:16]=[CH:15][C:12]=3[CH2:13]2)=[CH:7][CH:6]=1)=[O:4].[CH3:32][C:33]1[CH:34]=[C:35]([CH:38]=[CH:39][CH:40]=1)[CH2:36][NH2:37].